From a dataset of Reaction yield outcomes from USPTO patents with 853,638 reactions. Predict the reaction yield, written as a fraction of the theoretical maximum amount of product (1.0 means a 100% yield; for example, 0.34 means a 34% yield). (1) The reactants are [CH3:1][O:2][C:3]1[C:4]([NH:15][C:16](=[O:20])OCC)=[N:5][C:6]2[C:11]([N:12]=1)=[CH:10][C:9]([O:13][CH3:14])=[CH:8][CH:7]=2.[CH3:21][C:22]1[CH:23]=[C:24]([N:28]2[CH2:33][CH2:32][NH:31][CH2:30][CH2:29]2)[CH:25]=[CH:26][CH:27]=1. No catalyst specified. The product is [CH3:1][O:2][C:3]1[C:4]([NH:15][C:16]([N:31]2[CH2:32][CH2:33][N:28]([C:24]3[CH:25]=[CH:26][CH:27]=[C:22]([CH3:21])[CH:23]=3)[CH2:29][CH2:30]2)=[O:20])=[N:5][C:6]2[C:11]([N:12]=1)=[CH:10][C:9]([O:13][CH3:14])=[CH:8][CH:7]=2. The yield is 0.860. (2) The reactants are [C:1]([O:5][C:6](=[O:22])[N:7]([CH:9]1[CH2:21][CH2:20][C:12]2(OCC(C)(C)C[O:13]2)[CH2:11][CH2:10]1)[CH3:8])([CH3:4])([CH3:3])[CH3:2].CC1C=CC(S([O-])(=O)=O)=CC=1.C1C=C[NH+]=CC=1. The catalyst is CC(C)=O.O. The product is [C:1]([O:5][C:6](=[O:22])[N:7]([CH3:8])[CH:9]1[CH2:21][CH2:20][C:12](=[O:13])[CH2:11][CH2:10]1)([CH3:4])([CH3:3])[CH3:2]. The yield is 0.870. (3) The reactants are [NH2:1][C:2]1[N:6]([C:7]2[CH:12]=[CH:11][CH:10]=[CH:9][N:8]=2)[N:5]=[C:4]([NH:13][C:14]2[CH:22]=[CH:21][C:17]([C:18]([OH:20])=O)=[CH:16][CH:15]=2)[N:3]=1.CN(C(ON1N=NC2C=CC=CC1=2)=[N+](C)C)C.F[P-](F)(F)(F)(F)F.[N:47]1([CH2:53][CH2:54][NH2:55])[CH2:52][CH2:51][O:50][CH2:49][CH2:48]1.C(N(CC)CC)C. The catalyst is O1CCCC1. The product is [NH2:1][C:2]1[N:6]([C:7]2[CH:12]=[CH:11][CH:10]=[CH:9][N:8]=2)[N:5]=[C:4]([NH:13][C:14]2[CH:15]=[CH:16][C:17]([C:18]([NH:55][CH2:54][CH2:53][N:47]3[CH2:52][CH2:51][O:50][CH2:49][CH2:48]3)=[O:20])=[CH:21][CH:22]=2)[N:3]=1. The yield is 0.180.